Dataset: Reaction yield outcomes from USPTO patents with 853,638 reactions. Task: Predict the reaction yield, written as a fraction of the theoretical maximum amount of product (1.0 means a 100% yield; for example, 0.34 means a 34% yield). (1) The reactants are [CH3:1][NH:2][C:3]1[N:8]=[C:7]([C:9]2[NH:10][C:11]3[C:16]([CH:17]=2)=[CH:15][C:14]([C:18]([OH:20])=[O:19])=[CH:13][CH:12]=3)[CH:6]=[CH:5][N:4]=1.[F:21][C:22]1[C:27](O)=[C:26]([F:29])[C:25]([F:30])=[C:24]([F:31])[C:23]=1[F:32].Cl.C(N=C=NCCCN(C)C)C. The catalyst is C1COCC1. The product is [CH3:1][NH:2][C:3]1[N:8]=[C:7]([C:9]2[NH:10][C:11]3[C:16]([CH:17]=2)=[CH:15][C:14]([C:18]([O:20][C:27]2[C:26]([F:29])=[C:25]([F:30])[C:24]([F:31])=[C:23]([F:32])[C:22]=2[F:21])=[O:19])=[CH:13][CH:12]=3)[CH:6]=[CH:5][N:4]=1. The yield is 0.460. (2) The reactants are [F:1][C:2]1[CH:8]=[C:7]([I:9])[CH:6]=[CH:5][C:3]=1[NH2:4].C[Si](C)(C)[N-][Si](C)(C)C.[Li+].F[C:21]1[C:26]([F:27])=[C:25]([F:28])[CH:24]=[C:23]([F:29])[C:22]=1[N+:30]([O-:32])=[O:31].C(OCC)(=O)C. The catalyst is C1COCC1. The product is [F:1][C:2]1[CH:8]=[C:7]([I:9])[CH:6]=[CH:5][C:3]=1[NH:4][C:21]1[C:22]([N+:30]([O-:32])=[O:31])=[C:23]([F:29])[CH:24]=[C:25]([F:28])[C:26]=1[F:27]. The yield is 0.592. (3) The reactants are C(=O)([O-])[O-].[K+].[K+].C[Si]([C:11]#[C:12][C:13]1[CH:18]=[CH:17][C:16]([C:19]2([NH2:22])[CH2:21][CH2:20]2)=[CH:15][CH:14]=1)(C)C. The catalyst is CO. The product is [C:12]([C:13]1[CH:18]=[CH:17][C:16]([C:19]2([NH2:22])[CH2:20][CH2:21]2)=[CH:15][CH:14]=1)#[CH:11]. The yield is 0.760. (4) The reactants are [CH3:1][O:2][CH2:3][CH2:4][O:5][CH2:6][CH2:7][O:8][CH2:9][CH2:10][O:11][C:12]1[CH:17]=[C:16]([N+]([O-])=O)[C:15]([N+:21]([O-])=O)=[CH:14][C:13]=1[O:24][CH2:25][CH2:26][O:27][CH2:28][CH2:29][O:30][CH2:31][CH2:32][O:33][CH3:34].O.[NH2:36]N.C(Cl)Cl.CO. The catalyst is C(O)C.[Pd]. The product is [NH2:21][C:15]1[CH:16]=[CH:17][C:12]([O:11][CH2:10][CH2:9][O:8][CH2:7][CH2:6][O:5][CH2:4][CH2:3][O:2][CH3:1])=[C:13]([O:24][CH2:25][CH2:26][O:27][CH2:28][CH2:29][O:30][CH2:31][CH2:32][O:33][CH3:34])[C:14]=1[NH2:36]. The yield is 0.890.